This data is from Peptide-MHC class I binding affinity with 185,985 pairs from IEDB/IMGT. The task is: Regression. Given a peptide amino acid sequence and an MHC pseudo amino acid sequence, predict their binding affinity value. This is MHC class I binding data. (1) The peptide sequence is NQECWDSVF. The MHC is HLA-B08:01 with pseudo-sequence HLA-B08:01. The binding affinity (normalized) is 0.0847. (2) The peptide sequence is EIPGSPGSY. The MHC is HLA-A69:01 with pseudo-sequence HLA-A69:01. The binding affinity (normalized) is 0.0847. (3) The peptide sequence is GDGNPDPNA. The MHC is Mamu-A11 with pseudo-sequence Mamu-A11. The binding affinity (normalized) is 0.164. (4) The peptide sequence is GSEKLKSLY. The MHC is Mamu-A02 with pseudo-sequence Mamu-A02. The binding affinity (normalized) is 1.00.